From a dataset of CYP2C19 inhibition data for predicting drug metabolism from PubChem BioAssay. Regression/Classification. Given a drug SMILES string, predict its absorption, distribution, metabolism, or excretion properties. Task type varies by dataset: regression for continuous measurements (e.g., permeability, clearance, half-life) or binary classification for categorical outcomes (e.g., BBB penetration, CYP inhibition). Dataset: cyp2c19_veith. (1) The drug is Cc1ccc(NC(=O)Cc2ncc(C(F)(F)F)cc2Cl)cc1Cl. The result is 1 (inhibitor). (2) The drug is Cc1cc(NC(=O)C2=C(O)c3ccccc3S(=O)(=O)N2C)no1. The result is 0 (non-inhibitor). (3) The result is 0 (non-inhibitor). The molecule is CC(C)[C@H](NC(=O)OC(C)(C)C)[C@@H](O)CC(=O)OC(C)(C)C. (4) The drug is COC(=O)c1cc(OC)c(OC)cc1NC(=S)N1CCN(C)CC1. The result is 0 (non-inhibitor). (5) The molecule is COc1ccc(NC(=O)N2CCC3(CC2)CCN(C(=O)c2cnccn2)CC3)cc1. The result is 1 (inhibitor). (6) The drug is COc1cccc(N2CCN(C(=O)Nc3ccc4c(c3)NC(=O)CO4)CC2)c1. The result is 0 (non-inhibitor).